This data is from Catalyst prediction with 721,799 reactions and 888 catalyst types from USPTO. The task is: Predict which catalyst facilitates the given reaction. Reactant: Br[CH2:2][C:3]1[CH:4]=[C:5]([CH:8]=[C:9]([CH3:11])[CH:10]=1)[C:6]#[N:7].[C-:12]#[N:13].[K+]. Product: [C:12]([CH2:2][C:3]1[CH:4]=[C:5]([CH:8]=[C:9]([CH3:11])[CH:10]=1)[C:6]#[N:7])#[N:13]. The catalyst class is: 8.